This data is from Catalyst prediction with 721,799 reactions and 888 catalyst types from USPTO. The task is: Predict which catalyst facilitates the given reaction. (1) Reactant: [N:1]1[CH:6]=[CH:5][N:4]=[C:3]2[S:7][C:8]([C:10]([OH:12])=O)=[CH:9][C:2]=12.CN(C(ON1N=NC2C=CC=NC1=2)=[N+](C)C)C.F[P-](F)(F)(F)(F)F.CCN(C(C)C)C(C)C.[CH3:46][C:47]1[CH:53]=[CH:52][C:51]([N+:54]([O-:56])=[O:55])=[CH:50][C:48]=1[NH2:49]. Product: [CH3:46][C:47]1[CH:53]=[CH:52][C:51]([N+:54]([O-:56])=[O:55])=[CH:50][C:48]=1[NH:49][C:10]([C:8]1[S:7][C:3]2=[N:4][CH:5]=[CH:6][N:1]=[C:2]2[CH:9]=1)=[O:12]. The catalyst class is: 3. (2) Reactant: [C:1]12(CC(O)=O)[CH2:10][CH:5]3[CH2:6][CH:7]([CH2:9][CH:3]([CH2:4]3)[CH2:2]1)[CH2:8]2.C(Cl)Cl.[C:18](Cl)(=[O:22])[C:19](Cl)=O.[NH2:24][C:25]1[C:34]([Cl:35])=[CH:33][CH:32]=[C:31]2[C:26]=1[CH:27]=[CH:28][N:29]([C@H:37]([CH3:41])[C:38]([NH2:40])=[O:39])[C:30]2=[O:36]. Product: [Cl:35][C:34]1[C:25]([NH:24][C:18](=[O:22])[CH2:19][CH:10]2[CH:5]3[CH2:6][CH:7]4[CH2:9][CH:3]([CH2:2][CH:1]2[CH2:8]4)[CH2:4]3)=[C:26]2[C:31](=[CH:32][CH:33]=1)[C:30](=[O:36])[N:29]([C@H:37]([CH3:41])[C:38]([NH2:40])=[O:39])[CH:28]=[CH:27]2. The catalyst class is: 9. (3) Product: [CH3:8][C:9]1([CH3:25])[C:13]([CH3:15])([CH3:14])[O:12][B:11]([C:2]2[N:7]=[CH:6][CH:5]=[CH:4][N:3]=2)[O:10]1. Reactant: Br[C:2]1[N:7]=[CH:6][CH:5]=[CH:4][N:3]=1.[CH3:8][C:9]1([CH3:25])[C:13]([CH3:15])([CH3:14])[O:12][B:11]([B:11]2[O:12][C:13]([CH3:15])([CH3:14])[C:9]([CH3:25])([CH3:8])[O:10]2)[O:10]1.C([O-])(=O)C.[K+]. The catalyst class is: 149.